From a dataset of Full USPTO retrosynthesis dataset with 1.9M reactions from patents (1976-2016). Predict the reactants needed to synthesize the given product. (1) The reactants are: CS(C)=O.C(Cl)(=O)C(Cl)=O.[NH2:11][C:12]1[C:13]2[C:20]([C:21]3[CH:26]=[CH:25][C:24]([O:27][C:28]4[CH:33]=[CH:32][CH:31]=[CH:30][CH:29]=4)=[CH:23][CH:22]=3)=[CH:19][N:18]([CH:34]3[CH2:39][CH2:38][CH:37]([CH2:40][CH2:41][OH:42])[CH2:36][CH2:35]3)[C:14]=2[N:15]=[CH:16][N:17]=1.C(N(CC)CC)C.C(=O)(O)[O-].[Na+]. Given the product [NH2:11][C:12]1[C:13]2[C:20]([C:21]3[CH:22]=[CH:23][C:24]([O:27][C:28]4[CH:33]=[CH:32][CH:31]=[CH:30][CH:29]=4)=[CH:25][CH:26]=3)=[CH:19][N:18]([CH:34]3[CH2:35][CH2:36][CH:37]([CH2:40][CH:41]=[O:42])[CH2:38][CH2:39]3)[C:14]=2[N:15]=[CH:16][N:17]=1, predict the reactants needed to synthesize it. (2) Given the product [CH3:8][C:7]1[C:2]([N:31]2[CH2:32][CH2:33][N:28]([CH3:27])[CH2:29][CH2:30]2)=[C:3]([CH2:12][NH:13][C:14](=[O:20])[O:15][C:16]([CH3:19])([CH3:18])[CH3:17])[CH:4]=[C:5]([N+:9]([O-:11])=[O:10])[CH:6]=1, predict the reactants needed to synthesize it. The reactants are: Br[C:2]1[C:7]([CH3:8])=[CH:6][C:5]([N+:9]([O-:11])=[O:10])=[CH:4][C:3]=1[CH2:12][NH:13][C:14](=[O:20])[O:15][C:16]([CH3:19])([CH3:18])[CH3:17].C([O-])([O-])=O.[Cs+].[Cs+].[CH3:27][N:28]1[CH2:33][CH2:32][NH:31][CH2:30][CH2:29]1.